From a dataset of Catalyst prediction with 721,799 reactions and 888 catalyst types from USPTO. Predict which catalyst facilitates the given reaction. (1) Reactant: Br[C:2]1[CH:3]=[C:4]([N:22]([CH2:29][CH3:30])[CH:23]2[CH2:28][CH2:27][S:26][CH2:25][CH2:24]2)[C:5]([CH3:21])=[C:6]([CH:20]=1)[C:7]([NH:9][CH2:10][C:11]1[C:12](=[O:19])[NH:13][C:14]([CH3:18])=[CH:15][C:16]=1[CH3:17])=[O:8].CC1(C)C(C)(C)OB([C:39]2[CH:51]=[CH:50][C:42]([CH2:43][N:44]3[CH2:49][CH2:48][O:47][CH2:46][CH2:45]3)=[CH:41][CH:40]=2)O1.C(=O)([O-])[O-].[Na+].[Na+]. Product: [CH3:17][C:16]1[CH:15]=[C:14]([CH3:18])[NH:13][C:12](=[O:19])[C:11]=1[CH2:10][NH:9][C:7]([C:6]1[CH:20]=[C:2]([C:39]2[CH:40]=[CH:41][C:42]([CH2:43][N:44]3[CH2:49][CH2:48][O:47][CH2:46][CH2:45]3)=[CH:50][CH:51]=2)[CH:3]=[C:4]([N:22]([CH2:29][CH3:30])[CH:23]2[CH2:28][CH2:27][S:26][CH2:25][CH2:24]2)[C:5]=1[CH3:21])=[O:8]. The catalyst class is: 38. (2) Reactant: [CH3:1][C:2]1[CH:3]=[CH:4][CH:5]=[C:6]2[C:11]=1[N:10]=[CH:9][CH:8]=[C:7]2[N:12]1[CH2:17][CH2:16][NH:15][CH2:14][CH2:13]1.C(N(CC)CC)C.[C:25](Cl)(=[O:30])/[CH:26]=[CH:27]/[CH2:28][CH3:29]. Product: [CH3:1][C:2]1[CH:3]=[CH:4][CH:5]=[C:6]2[C:11]=1[N:10]=[CH:9][CH:8]=[C:7]2[N:12]1[CH2:17][CH2:16][N:15]([C:25](=[O:30])/[CH:26]=[CH:27]/[CH2:28][CH3:29])[CH2:14][CH2:13]1. The catalyst class is: 4. (3) Reactant: C[O:2][C:3]1[CH:4]=[N:5][C:6]2[C:11]([N:12]=1)=[CH:10][C:9]([C:13]([C:15]1[CH:20]=[CH:19][C:18]([NH:21][C:22](=[O:27])[C:23]([CH3:26])([CH3:25])[CH3:24])=[CH:17][CH:16]=1)=[O:14])=[CH:8][CH:7]=2.Cl. Product: [OH:2][C:3]1[CH:4]=[N:5][C:6]2[C:11]([N:12]=1)=[CH:10][C:9]([C:13]([C:15]1[CH:16]=[CH:17][C:18]([NH:21][C:22](=[O:27])[C:23]([CH3:25])([CH3:24])[CH3:26])=[CH:19][CH:20]=1)=[O:14])=[CH:8][CH:7]=2. The catalyst class is: 5. (4) Reactant: [O:1]=[C:2]1[CH2:6][S:5][C:4](=[S:7])[N:3]1[C:8]1[CH:16]=[CH:15][C:11]([C:12]([OH:14])=[O:13])=[CH:10][CH:9]=1.N1CCCCC1.[CH:23](=O)[CH:24]=[CH:25][C:26]1[CH:31]=[CH:30][CH:29]=[CH:28][CH:27]=1. Product: [O:1]=[C:2]1[C:6](=[CH:23][CH:24]=[CH:25][C:26]2[CH:31]=[CH:30][CH:29]=[CH:28][CH:27]=2)[S:5][C:4](=[S:7])[N:3]1[C:8]1[CH:9]=[CH:10][C:11]([C:12]([OH:14])=[O:13])=[CH:15][CH:16]=1. The catalyst class is: 8. (5) Reactant: C(NC(=O)C=C)(C)C.CN(C)CCN(C)C.S(OOS([O-])(=O)=O)([O-])(=O)=O.[NH4+].[NH4+].C[C@H]1[C@](O)(C(CO)=O)[C@]2(C)[C@H]([C@H]3[C@](F)([C@@H](O)C2)[C@]2(C)C(=CC(C=C2)=O)CC3)C1.[CH3:57][C@H:58]1[C@:75]([OH:84])([C:76]([CH2:78][O:79][P:80]([O-:83])([O-:82])=[O:81])=[O:77])[C@:74]2([CH3:85])[C@H:60]([C@H:61]3[C@:71]([F:87])([C@@H:72]([OH:86])[CH2:73]2)[C@:70]2([CH3:88])[C:64](=[CH:65][C:66]([CH:68]=[CH:69]2)=[O:67])[CH2:63][CH2:62]3)[CH2:59]1.[Na+:89].[Na+].S([O-])([O-])(=O)=O.[NH4+].[NH4+].C(N[C@H](C(O)=O)CCCCN)(=O)C=C. Product: [CH3:57][C@H:58]1[C@:75]([OH:84])([C:76]([CH2:78][O:79][P:80]([O-:83])([OH:82])=[O:81])=[O:77])[C@:74]2([CH3:85])[C@H:60]([C@H:61]3[C@:71]([F:87])([C@@H:72]([OH:86])[CH2:73]2)[C@:70]2([CH3:88])[C:64](=[CH:65][C:66]([CH:68]=[CH:69]2)=[O:67])[CH2:63][CH2:62]3)[CH2:59]1.[Na+:89]. The catalyst class is: 100. (6) Reactant: [H-].C([Al+]CC(C)C)C(C)C.[NH2:11][C:12]1[N:17]=[C:16]([Cl:18])[C:15]([CH2:19][C:20]2[CH:29]=[CH:28][C:23]([C:24](OC)=[O:25])=[CH:22][C:21]=2[O:30][CH3:31])=[C:14]([CH3:32])[N:13]=1. Product: [NH2:11][C:12]1[N:17]=[C:16]([Cl:18])[C:15]([CH2:19][C:20]2[CH:29]=[CH:28][C:23]([CH2:24][OH:25])=[CH:22][C:21]=2[O:30][CH3:31])=[C:14]([CH3:32])[N:13]=1. The catalyst class is: 49. (7) Reactant: [Cl-].[NH4+].[Br:3][C:4]1[CH:5]=[C:6]([N+:11]([O-])=O)[C:7]([CH3:10])=[N:8][CH:9]=1. Product: [Br:3][C:4]1[CH:5]=[C:6]([NH2:11])[C:7]([CH3:10])=[N:8][CH:9]=1. The catalyst class is: 190. (8) The catalyst class is: 2. Product: [OH:2][C:3]1[CH:4]=[C:5]2[C:10](=[CH:11][CH:12]=1)[N:9]=[C:8]([C:13]1[CH:18]=[CH:17][CH:16]=[C:15]([N+:19]([O-:21])=[O:20])[CH:14]=1)[NH:7][C:6]2=[O:22]. Reactant: C[O:2][C:3]1[CH:4]=[C:5]2[C:10](=[CH:11][CH:12]=1)[N:9]=[C:8]([C:13]1[CH:18]=[CH:17][CH:16]=[C:15]([N+:19]([O-:21])=[O:20])[CH:14]=1)[NH:7][C:6]2=[O:22].B(Br)(Br)Br.C([O-])(O)=O.[Na+]. (9) Reactant: [CH3:1][C:2]1([CH3:16])[CH2:14][C:5]2[S:6][C:7]([C:9]([O:11]CC)=[O:10])=[CH:8][C:4]=2[C:3]1=[O:15].C(O)C.[OH-].[Li+]. Product: [CH3:1][C:2]1([CH3:16])[CH2:14][C:5]2[S:6][C:7]([C:9]([OH:11])=[O:10])=[CH:8][C:4]=2[C:3]1=[O:15]. The catalyst class is: 6.